This data is from Reaction yield outcomes from USPTO patents with 853,638 reactions. The task is: Predict the reaction yield, written as a fraction of the theoretical maximum amount of product (1.0 means a 100% yield; for example, 0.34 means a 34% yield). (1) The reactants are Cl[C:2]1[C:3](=[O:10])[N:4]([CH3:9])[N:5]=[C:6]([Cl:8])[CH:7]=1.[OH-].[NH4+:12]. No catalyst specified. The product is [NH2:12][C:2]1[C:3](=[O:10])[N:4]([CH3:9])[N:5]=[C:6]([Cl:8])[CH:7]=1. The yield is 0.870. (2) The reactants are [N:1]1([CH2:6][CH2:7][CH2:8][O:9][C:10]2[CH:15]=[CH:14][C:13]([C:16]3([CH2:22][NH2:23])[CH2:21][CH2:20][O:19][CH2:18][CH2:17]3)=[CH:12][CH:11]=2)[CH2:5][CH2:4][CH2:3][CH2:2]1.C(=O)([O-])[O-].[K+].[K+]. The catalyst is C(#N)C. The product is [N:1]1([CH2:6][CH2:7][CH2:8][O:9][C:10]2[CH:15]=[CH:14][C:13]([C:16]3([CH2:22][N:23]4[CH2:5][CH2:4][CH2:3][CH2:2]4)[CH2:17][CH2:18][O:19][CH2:20][CH2:21]3)=[CH:12][CH:11]=2)[CH2:5][CH2:4][CH2:3][CH2:2]1. The yield is 0.230. (3) The reactants are C(OC([CH2:8][NH:9][CH2:10][C:11]1[CH:12]=[C:13]([C:17]2[CH:22]=[CH:21][C:20]([C@@H:23]([OH:32])[C@H:24]([O:29][CH2:30][CH3:31])[C:25]([O:27][CH3:28])=[O:26])=[CH:19][CH:18]=2)[CH:14]=[CH:15][CH:16]=1)=O)(C)(C)C.C([SiH](CC)CC)C.C(OCC)(=O)C.[OH-].[Na+]. The catalyst is FC(F)(F)C(O)=O. The product is [CH2:30]([O:29][C@@H:24]([C@H:23]([OH:32])[C:20]1[CH:21]=[CH:22][C:17]([C:13]2[CH:14]=[CH:15][CH:16]=[C:11]([CH2:10][NH:9][CH3:8])[CH:12]=2)=[CH:18][CH:19]=1)[C:25]([O:27][CH3:28])=[O:26])[CH3:31]. The yield is 1.00. (4) The reactants are [CH3:1][NH:2][CH2:3][C:4]1[S:8][C:7]2[CH:9]=[CH:10][CH:11]=[CH:12][C:6]=2[C:5]=1[CH3:13].CNCC1C=CC2C(=CC=CC=2)C=1CCC.[ClH:30].[O:31]=[C:32]1[C@@H:41]2[N:37]([CH2:38][CH2:39][CH2:40]2)[CH2:36][C:35]2[CH:42]=[C:43](/[CH:46]=[CH:47]/[C:48](O)=[O:49])[CH:44]=[N:45][C:34]=2[NH:33]1.Cl.CN1CC2C=C(/C=C/C(O)=O)C=NC=2NC(=O)C1. The catalyst is CO. The product is [ClH:30].[CH3:1][N:2]([CH2:3][C:4]1[S:8][C:7]2[CH:9]=[CH:10][CH:11]=[CH:12][C:6]=2[C:5]=1[CH3:13])[C:48](=[O:49])/[CH:47]=[CH:46]/[C:43]1[CH:44]=[N:45][C:34]2[NH:33][C:32](=[O:31])[C@@H:41]3[N:37]([CH2:38][CH2:39][CH2:40]3)[CH2:36][C:35]=2[CH:42]=1. The yield is 0.570. (5) The reactants are S(=O)(=O)(O)O.[Cl:6][C:7]1[CH:12]=[CH:11][N:10]=[C:9]2[NH:13][CH:14]=[CH:15][C:8]=12.[N+:16]([O-])([OH:18])=[O:17]. The catalyst is O. The product is [Cl:6][C:7]1[CH:12]=[CH:11][N:10]=[C:9]2[NH:13][CH:14]=[C:15]([N+:16]([O-:18])=[O:17])[C:8]=12. The yield is 0.920. (6) The reactants are [CH:1]1[C:10]2[C:5](=[CH:6][CH:7]=[CH:8][CH:9]=2)[CH:4]=[CH:3][C:2]=1[S:11]([CH2:14][CH2:15][CH2:16][C:17]([OH:19])=O)(=[O:13])=[O:12].[N:20]1([CH2:26][C:27]2[CH:28]=[C:29]3[C:34](=[CH:35][CH:36]=2)[C@H:33]([NH2:37])[CH2:32][CH2:31][CH2:30]3)[CH2:25][CH2:24][CH2:23][CH2:22][CH2:21]1.C1C=CC2N(O)N=NC=2C=1.CCN=C=NCCCN(C)C. The catalyst is CN(C=O)C.C(OCC)(=O)C. The product is [CH:1]1[C:10]2[C:5](=[CH:6][CH:7]=[CH:8][CH:9]=2)[CH:4]=[CH:3][C:2]=1[S:11]([CH2:14][CH2:15][CH2:16][C:17]([NH:37][C@H:33]1[C:34]2[C:29](=[CH:28][C:27]([CH2:26][N:20]3[CH2:25][CH2:24][CH2:23][CH2:22][CH2:21]3)=[CH:36][CH:35]=2)[CH2:30][CH2:31][CH2:32]1)=[O:19])(=[O:12])=[O:13]. The yield is 0.700. (7) The reactants are [CH3:1][C:2]1([CH3:27])[CH2:5][CH:4]([CH:6]([NH:16][C:17]2[CH:18]=[N:19][C:20]3[C:25]([CH:26]=2)=[CH:24][CH:23]=[CH:22][CH:21]=3)[C:7]2[CH:15]=[CH:14][C:10]([C:11](O)=[O:12])=[CH:9][CH:8]=2)[CH2:3]1.[CH2:28]([O:30][C:31](=[O:35])[CH2:32][CH2:33][NH2:34])[CH3:29].ON1C2N=CC=CC=2N=N1.Cl.C(N=C=NCCCN(C)C)C.C(N(CC)CC)C. The catalyst is C(Cl)Cl. The product is [CH3:27][C:2]1([CH3:1])[CH2:5][CH:4]([CH:6]([NH:16][C:17]2[CH:18]=[N:19][C:20]3[C:21]([CH:26]=2)=[CH:22][CH:23]=[CH:24][CH:25]=3)[C:7]2[CH:15]=[CH:14][C:10]([C:11]([NH:34][CH2:33][CH2:32][C:31]([O:30][CH2:28][CH3:29])=[O:35])=[O:12])=[CH:9][CH:8]=2)[CH2:3]1. The yield is 0.660. (8) The reactants are Cl[C:2]1[CH:7]=[C:6]([NH:8][C:9]2[CH:18]=[C:17]([F:19])[CH:16]=[CH:15][C:10]=2[C:11]([NH:13][CH3:14])=[O:12])[C:5]([Cl:20])=[CH:4][N:3]=1.[CH2:21]([N:23]1[C:27]([NH2:28])=[CH:26][C:25]([CH3:29])=[N:24]1)[CH3:22].C(=O)([O-])[O-].[Cs+].[Cs+].CC1(C)C2C(=C(P(C3C=CC=CC=3)C3C=CC=CC=3)C=CC=2)OC2C(P(C3C=CC=CC=3)C3C=CC=CC=3)=CC=CC1=2. The catalyst is O1CCOCC1.CC([O-])=O.CC([O-])=O.[Pd+2]. The product is [Cl:20][C:5]1[C:6]([NH:8][C:9]2[CH:18]=[C:17]([F:19])[CH:16]=[CH:15][C:10]=2[C:11]([NH:13][CH3:14])=[O:12])=[CH:7][C:2]([NH:28][C:27]2[N:23]([CH2:21][CH3:22])[N:24]=[C:25]([CH3:29])[CH:26]=2)=[N:3][CH:4]=1. The yield is 0.170. (9) The reactants are [CH:1]1([NH2:6])[CH2:5][CH2:4][CH2:3][CH2:2]1.[N+](N1[CH:14]=[C:13]([N+:15]([O-:17])=[O:16])[N:12]=[CH:11]1)([O-])=O. No catalyst specified. The product is [CH:1]1([N:6]2[CH:14]=[C:13]([N+:15]([O-:17])=[O:16])[N:12]=[CH:11]2)[CH2:5][CH2:4][CH2:3][CH2:2]1. The yield is 0.750.